The task is: Predict the product of the given reaction.. This data is from Forward reaction prediction with 1.9M reactions from USPTO patents (1976-2016). (1) Given the reactants [F:1][C:2]([F:39])([F:38])[C:3]1[CH:4]=[C:5]([CH:31]=[C:32]([C:34]([F:37])([F:36])[F:35])[CH:33]=1)[CH2:6][NH:7][C:8]([C:10]1([CH2:27][CH:28]2[CH2:30][CH2:29]2)[CH2:15][CH2:14][N:13]([CH2:16][C:17]2[CH:18]=[CH:19][C:20]([F:26])=[C:21]([CH:25]=2)[C:22]([OH:24])=O)[CH2:12][CH2:11]1)=[O:9].CCN=C=NCCCN(C)C.C1C=CC2N(O)N=NC=2C=1.[N:61]1([CH2:66][CH2:67][NH2:68])[CH2:65][CH2:64][CH2:63][CH2:62]1.C(N(C(C)C)CC)(C)C, predict the reaction product. The product is: [F:35][C:34]([F:36])([F:37])[C:32]1[CH:31]=[C:5]([CH:4]=[C:3]([C:2]([F:1])([F:39])[F:38])[CH:33]=1)[CH2:6][NH:7][C:8]([C:10]1([CH2:27][CH:28]2[CH2:30][CH2:29]2)[CH2:11][CH2:12][N:13]([CH2:16][C:17]2[CH:18]=[CH:19][C:20]([F:26])=[C:21]([C:22](=[O:24])[NH:68][CH2:67][CH2:66][N:61]3[CH2:65][CH2:64][CH2:63][CH2:62]3)[CH:25]=2)[CH2:14][CH2:15]1)=[O:9]. (2) Given the reactants [CH2:1]([NH:3][C:4]([NH:6][N:7]([CH2:9][C:10]([OH:12])=O)[CH3:8])=[O:5])[CH3:2].[NH2:13][C@@H:14]([CH3:38])[C:15]([N:17]([C@@H:29]([CH3:37])[CH:30]([O:34][CH2:35][CH3:36])[O:31][CH2:32][CH3:33])[CH2:18][C:19]1[C:28]2[C:23](=[CH:24][CH:25]=[CH:26][CH:27]=2)[CH:22]=[CH:21][CH:20]=1)=[O:16], predict the reaction product. The product is: [CH2:35]([O:34][CH:30]([O:31][CH2:32][CH3:33])[C@@H:29]([N:17]([CH2:18][C:19]1[C:28]2[C:23](=[CH:24][CH:25]=[CH:26][CH:27]=2)[CH:22]=[CH:21][CH:20]=1)[C:15](=[O:16])[C@@H:14]([NH:13][C:10](=[O:12])[CH2:9][N:7]([CH3:8])[NH:6][C:4]([NH:3][CH2:1][CH3:2])=[O:5])[CH3:38])[CH3:37])[CH3:36]. (3) The product is: [S:15]1[CH:19]=[CH:18][N:17]=[C:16]1[N:20]1[CH2:21][CH2:22][N:23]([CH2:2][C:3]2[CH:8]=[CH:7][C:6]([CH:9]([NH:11][C:12](=[O:14])[CH3:13])[CH3:10])=[CH:5][CH:4]=2)[CH2:24][CH2:25]1. Given the reactants Cl[CH2:2][C:3]1[CH:8]=[CH:7][C:6]([CH:9]([NH:11][C:12](=[O:14])[CH3:13])[CH3:10])=[CH:5][CH:4]=1.[S:15]1[CH:19]=[CH:18][N:17]=[C:16]1[N:20]1[CH2:25][CH2:24][NH:23][CH2:22][CH2:21]1, predict the reaction product. (4) Given the reactants [S:1]1[CH:5]=[CH:4][C:3]([C:6]([OH:8])=O)=[CH:2]1.C([N-]C(C)C)(C)C.[Li+].[I:17]I.COS([O:24][CH3:25])(=O)=O.C([O-])([O-])=O.[K+].[K+], predict the reaction product. The product is: [I:17][C:4]1[C:3]([C:6]([O:24][CH3:25])=[O:8])=[CH:2][S:1][CH:5]=1. (5) Given the reactants [F:1][C:2]1[CH:19]=[CH:18][C:5]([CH2:6][CH:7]2[CH2:12][CH2:11][N:10]([C:13](=[O:17])[C:14]([OH:16])=O)[CH2:9][CH2:8]2)=[CH:4][CH:3]=1.[NH2:20][C:21]1[CH:22]=[C:23]([CH:26]=[CH:27][CH:28]=1)[C:24]#[N:25], predict the reaction product. The product is: [C:24]([C:23]1[CH:22]=[C:21]([NH:20][C:14](=[O:16])[C:13]([N:10]2[CH2:9][CH2:8][CH:7]([CH2:6][C:5]3[CH:4]=[CH:3][C:2]([F:1])=[CH:19][CH:18]=3)[CH2:12][CH2:11]2)=[O:17])[CH:28]=[CH:27][CH:26]=1)#[N:25]. (6) Given the reactants [N+:1]([C:4]1[CH:5]=[CH:6][C:7]2[C:8]3[C:9]([C:14](=[O:23])[N:15]([C:17]4[CH:22]=[CH:21][CH:20]=[CH:19][CH:18]=4)[N:16]=3)=[CH:10][NH:11][C:12]=2[CH:13]=1)([O-:3])=[O:2].ClC1C2C(=CC([N+]([O-])=O)=CC=2)N=CC=1[C:38](OCC)=[O:39].COC1C=CC(NN)=CC=1, predict the reaction product. The product is: [CH3:38][O:39][C:20]1[CH:21]=[CH:22][C:17]([N:15]2[C:14](=[O:23])[C:9]3=[CH:10][NH:11][C:12]4[CH:13]=[C:4]([N+:1]([O-:3])=[O:2])[CH:5]=[CH:6][C:7]=4[C:8]3=[N:16]2)=[CH:18][CH:19]=1. (7) Given the reactants [NH2:1][C:2]1[CH:3]=[CH:4][C:5]([CH:10]2[CH2:12][CH2:11]2)=[C:6]([CH:9]=1)[C:7]#[N:8].Cl[C:14]1[N:19]=[C:18]([OH:20])[C:17]([Cl:21])=[CH:16][N:15]=1.O.C1(C)C=CC(S(O)(=O)=O)=CC=1, predict the reaction product. The product is: [Cl:21][C:17]1[C:18]([OH:20])=[N:19][C:14]([NH:1][C:2]2[CH:3]=[CH:4][C:5]([CH:10]3[CH2:11][CH2:12]3)=[C:6]([CH:9]=2)[C:7]#[N:8])=[N:15][CH:16]=1. (8) Given the reactants [CH2:1]([C:3]1O[C:5](=[O:13])[C:6]2[CH:12]=[CH:11][CH:10]=[CH:9][C:7]=2[N:8]=1)[CH3:2].[F:14][C:15]1[CH:21]=[CH:20][C:18]([NH2:19])=[CH:17][CH:16]=1.CC(C)=O.Cl, predict the reaction product. The product is: [CH2:1]([C:3]1[N:19]([C:18]2[CH:20]=[CH:21][C:15]([F:14])=[CH:16][CH:17]=2)[C:5](=[O:13])[C:6]2[C:7](=[CH:9][CH:10]=[CH:11][CH:12]=2)[N:8]=1)[CH3:2].